From a dataset of Catalyst prediction with 721,799 reactions and 888 catalyst types from USPTO. Predict which catalyst facilitates the given reaction. (1) Reactant: O[CH:2]([C:22]1[CH:23]=[C:24]2[C:29](=[CH:30][CH:31]=1)[C:28](=[O:32])[O:27][C@H:26]([CH3:33])[CH2:25]2)[CH2:3][N:4]1[CH2:9][CH2:8][N:7]([C:10]([O:12][CH2:13][C:14]2[CH:19]=[CH:18][CH:17]=[CH:16][CH:15]=2)=[O:11])[CH2:6][C@H:5]1[CH2:20]O.S(Cl)(Cl)=O.[CH2:38]([NH2:41])[CH:39]=[CH2:40].[I-].[Na+]. Product: [CH2:38]([N:41]1[CH:2]([C:22]2[CH:23]=[C:24]3[C:29](=[CH:30][CH:31]=2)[C:28](=[O:32])[O:27][C@H:26]([CH3:33])[CH2:25]3)[CH2:3][N:4]2[CH2:9][CH2:8][N:7]([C:10]([O:12][CH2:13][C:14]3[CH:19]=[CH:18][CH:17]=[CH:16][CH:15]=3)=[O:11])[CH2:6][C@H:5]2[CH2:20]1)[CH:39]=[CH2:40]. The catalyst class is: 13. (2) Reactant: CCN=C=NCCCN(C)C.[CH3:12][C:13]1[N:17]2[C:18](=[O:27])[N:19]([CH:21]3[CH2:26][CH2:25][NH:24][CH2:23][CH2:22]3)[CH2:20][C:16]2=[CH:15][N:14]=1.[Cl:28][C:29]1[CH:30]=[C:31]2[C:36](=[CH:37][CH:38]=1)[CH:35]=[C:34]([S:39]([CH2:42][CH2:43][C:44](O)=[O:45])(=[O:41])=[O:40])[CH:33]=[CH:32]2.C1C=CC2N(O)N=NC=2C=1. Product: [Cl:28][C:29]1[CH:30]=[C:31]2[C:36](=[CH:37][CH:38]=1)[CH:35]=[C:34]([S:39]([CH2:42][CH2:43][C:44]([N:24]1[CH2:25][CH2:26][CH:21]([N:19]3[CH2:20][C:16]4=[CH:15][N:14]=[C:13]([CH3:12])[N:17]4[C:18]3=[O:27])[CH2:22][CH2:23]1)=[O:45])(=[O:40])=[O:41])[CH:33]=[CH:32]2. The catalyst class is: 236. (3) Reactant: [CH2:1]([N:3]1[C:11]2[C:6](=[CH:7][CH:8]=[C:9]([O:12][CH3:13])[CH:10]=2)[C:5]([C:14]#[N:15])=[C:4]1[C:16]1[CH:17]=[C:18]2[C:22](=[CH:23][CH:24]=1)[NH:21][CH:20]=[CH:19]2)[CH3:2].[CH3:25][S:26](Cl)(=[O:28])=[O:27]. Product: [CH2:1]([N:3]1[C:11]2[C:6](=[CH:7][CH:8]=[C:9]([O:12][CH3:13])[CH:10]=2)[C:5]([C:14]#[N:15])=[C:4]1[C:16]1[CH:17]=[C:18]2[C:22](=[CH:23][CH:24]=1)[N:21]([S:26]([CH3:25])(=[O:28])=[O:27])[CH:20]=[CH:19]2)[CH3:2]. The catalyst class is: 228. (4) The catalyst class is: 3. Product: [CH3:48][CH:49]([NH:51][C:21]([C@H:9]1[CH2:10][N:11]([C:14]([O:16][C:17]([CH3:20])([CH3:18])[CH3:19])=[O:15])[CH2:12][CH2:13][N:8]1[C:6]([O:5][C:1]([CH3:4])([CH3:3])[CH3:2])=[O:7])=[O:22])[CH3:50]. Reactant: [C:1]([O:5][C:6]([N:8]1[CH2:13][CH2:12][N:11]([C:14]([O:16][C:17]([CH3:20])([CH3:19])[CH3:18])=[O:15])[CH2:10][C@@H:9]1[C:21](O)=[O:22])=[O:7])([CH3:4])([CH3:3])[CH3:2].CN(C(ON1N=NC2C=CC=NC1=2)=[N+](C)C)C.F[P-](F)(F)(F)(F)F.[CH3:48][CH:49]([NH2:51])[CH3:50].CCN(C(C)C)C(C)C. (5) Reactant: [Br:1][CH2:2][CH2:3][CH2:4][CH2:5][CH2:6][C:7]([OH:9])=O.[Cl:10]CCl.C(Cl)(=O)C(Cl)=O. Product: [Br:1][CH2:2][CH2:3][CH2:4][CH2:5][CH2:6][C:7]([Cl:10])=[O:9]. The catalyst class is: 3. (6) Reactant: [Br:1][C:2]1[CH:3]=[C:4]2[C:9](=[C:10]([C:15]#[N:16])[C:11]=1[N:12]([CH3:14])[CH3:13])[N:8]=[C:7]([CH2:17][OH:18])[CH:6]=[CH:5]2.[CH3:19][C:20]([Si:23](Cl)([CH3:25])[CH3:24])([CH3:22])[CH3:21].N1C=CN=C1. Product: [Br:1][C:2]1[CH:3]=[C:4]2[C:9](=[C:10]([C:15]#[N:16])[C:11]=1[N:12]([CH3:14])[CH3:13])[N:8]=[C:7]([CH2:17][O:18][Si:23]([C:20]([CH3:22])([CH3:21])[CH3:19])([CH3:25])[CH3:24])[CH:6]=[CH:5]2. The catalyst class is: 3. (7) Reactant: [F:1][C:2]1[CH:7]=[C:6]([N+:8]([O-:10])=[O:9])[C:5]([F:11])=[CH:4][C:3]=1F.[CH3:13][O-:14].[Na+]. Product: [F:1][C:2]1[CH:7]=[C:6]([N+:8]([O-:10])=[O:9])[C:5]([F:11])=[CH:4][C:3]=1[O:14][CH3:13]. The catalyst class is: 24. (8) Reactant: C[Si]([N-][Si](C)(C)C)(C)C.[K+].F[C:12]1[CH:17]=[C:16]([CH3:18])[CH:15]=[CH:14][N:13]=1.[CH3:19][CH:20]([CH3:23])[C:21]#[N:22]. Product: [CH3:19][C:20]([C:12]1[CH:17]=[C:16]([CH3:18])[CH:15]=[CH:14][N:13]=1)([CH3:23])[C:21]#[N:22]. The catalyst class is: 11. (9) Reactant: [NH:1]1[CH2:6][CH2:5][CH:4]([C:7]2[CH:12]=[CH:11][C:10]([NH:13][C:14]([C:16]3[N:17]=[C:18]([C:25]4[CH:30]=[CH:29][CH:28]=[CH:27][CH:26]=4)[O:19][C:20]=3[C:21]([F:24])([F:23])[F:22])=[O:15])=[CH:9][CH:8]=2)[CH2:3][CH2:2]1.[O:31]=[C:32]1[NH:36][C:35](=[O:37])[CH:34]([CH2:38][C:39](O)=[O:40])[S:33]1.C(N(CC)CC)C.F[P-](F)(F)(F)(F)F.N1(O[P+](N(C)C)(N(C)C)N(C)C)C2C=CC=CC=2N=N1. Product: [O:31]=[C:32]1[NH:36][C:35](=[O:37])[CH:34]([CH2:38][C:39]([N:1]2[CH2:6][CH2:5][CH:4]([C:7]3[CH:8]=[CH:9][C:10]([NH:13][C:14]([C:16]4[N:17]=[C:18]([C:25]5[CH:30]=[CH:29][CH:28]=[CH:27][CH:26]=5)[O:19][C:20]=4[C:21]([F:22])([F:23])[F:24])=[O:15])=[CH:11][CH:12]=3)[CH2:3][CH2:2]2)=[O:40])[S:33]1. The catalyst class is: 3. (10) Reactant: [C:1]([NH:4][CH2:5][CH:6]1[O:10][C:9](=[O:11])[N:8]([C:12]2[CH:17]=[CH:16][C:15]([C:18]3[CH:23]=[CH:22][C:21]([CH2:24]OS(C)(=O)=O)=[CH:20][CH:19]=3)=[C:14]([F:30])[CH:13]=2)[CH2:7]1)(=[O:3])[CH3:2].[N-:31]=[N+:32]=[N-:33].[Na+].O. Product: [N:31]([CH2:24][C:21]1[CH:20]=[CH:19][C:18]([C:15]2[CH:16]=[CH:17][C:12]([N:8]3[CH2:7][CH:6]([CH2:5][NH:4][C:1](=[O:3])[CH3:2])[O:10][C:9]3=[O:11])=[CH:13][C:14]=2[F:30])=[CH:23][CH:22]=1)=[N+:32]=[N-:33]. The catalyst class is: 9.